Task: Predict which catalyst facilitates the given reaction.. Dataset: Catalyst prediction with 721,799 reactions and 888 catalyst types from USPTO (1) Reactant: [N+:1]([C:4]1[CH:5]=[N:6][C:7]([NH:10][C:11]2[S:12][CH:13]=[C:14]([C:16]([NH:18][CH2:19][CH2:20][N:21]3[CH2:25][CH2:24][CH2:23][CH2:22]3)=[O:17])[N:15]=2)=[N:8][CH:9]=1)([O-])=O. Product: [NH2:1][C:4]1[CH:9]=[N:8][C:7]([NH:10][C:11]2[S:12][CH:13]=[C:14]([C:16]([NH:18][CH2:19][CH2:20][N:21]3[CH2:25][CH2:24][CH2:23][CH2:22]3)=[O:17])[N:15]=2)=[N:6][CH:5]=1. The catalyst class is: 403. (2) Reactant: [N+:1]([C:4]1[CH:9]=[CH:8][CH:7]=[CH:6][C:5]=1[C:10]1[CH:15]=[CH:14][C:13]([CH2:16][N:17]([CH2:30][CH2:31][CH2:32][CH2:33][CH3:34])[C:18](=[O:29])[NH:19][C:20]2[C:25]([F:26])=[CH:24][C:23]([F:27])=[CH:22][C:21]=2[F:28])=[CH:12][CH:11]=1)([O-])=O.[Sn](Cl)Cl. Product: [NH2:1][C:4]1[CH:9]=[CH:8][CH:7]=[CH:6][C:5]=1[C:10]1[CH:11]=[CH:12][C:13]([CH2:16][N:17]([CH2:30][CH2:31][CH2:32][CH2:33][CH3:34])[C:18](=[O:29])[NH:19][C:20]2[C:21]([F:28])=[CH:22][C:23]([F:27])=[CH:24][C:25]=2[F:26])=[CH:14][CH:15]=1. The catalyst class is: 8. (3) Reactant: C1[C@H](N)[C@@H](O[C@H]2O[C@H](CN)[C@@H](O)[C@H](O)[C@H]2N)[C@H]([O:20][C@@H:21]2[O:25][C@H:24](CO)[C@@H:23](O[C@H]3O[C@@H](CN)[C@@H](O)[C@H](O)[C@H]3N)[C@H:22]2[OH:40])[C@@H](O)[C@@H]1N.OS(O)(=O)=O.[CH2:48]([O:55][C:56]([NH:58][C:59]([N:71]1C=CC=N1)=[N:60][C:61]([O:63][CH2:64][C:65]1[CH:70]=[CH:69][CH:68]=[CH:67][CH:66]=1)=[O:62])=[O:57])[C:49]1[CH:54]=[CH:53][CH:52]=[CH:51][CH:50]=1.CCN(C(C)C)C(C)C. Product: [C:56]([N:58]([CH2:24][CH2:23][C@H:22]([OH:40])[C:21]([OH:25])=[O:20])[C:59]([NH2:71])=[N:60][C:61]([O:63][CH2:64][C:65]1[CH:66]=[CH:67][CH:68]=[CH:69][CH:70]=1)=[O:62])([O:55][CH2:48][C:49]1[CH:50]=[CH:51][CH:52]=[CH:53][CH:54]=1)=[O:57]. The catalyst class is: 3. (4) Reactant: [CH3:1][N:2](C)/C=N/[H].[Br:7][C:8]1[CH:9]=[C:10]([CH3:17])[C:11]([C:14]([OH:16])=O)=[N:12][CH:13]=1.CC([O-])(C)C.[K+].Cl. Product: [Br:7][C:8]1[CH:13]=[N:12][C:11]2[C:14](=[O:16])[NH:2][CH:1]=[CH:17][C:10]=2[CH:9]=1. The catalyst class is: 1. (5) Reactant: C[Si]([C:5]#[CH:6])(C)C.CCCCCC.C([Li])CCC.[N:18]12[CH2:27][CH:22]3[CH2:23][CH:24]([CH2:26][CH:20]([C:21]3=[O:28])[CH2:19]1)[CH2:25]2. Product: [C:22]([C:21]1([OH:28])[CH:20]2[CH2:19][N:18]3[CH2:25][CH:24]([CH2:5][CH:6]1[CH2:27]3)[CH2:26]2)#[CH:23]. The catalyst class is: 83. (6) Reactant: [NH2:1][C:2]1[CH:18]=[CH:17][C:5]([O:6][C:7]2[C:12]3[C:13]([NH2:16])=[N:14][O:15][C:11]=3[CH:10]=[CH:9][CH:8]=2)=[C:4]([F:19])[CH:3]=1.[NH2:20][C:21]1[N:26]=[C:25](Cl)[CH:24]=[C:23]([Cl:28])[N:22]=1.Cl. Product: [NH2:16][C:13]1[C:12]2[C:7]([O:6][C:5]3[CH:17]=[CH:18][C:2]([NH:1][C:25]4[CH:24]=[C:23]([Cl:28])[N:22]=[C:21]([NH2:20])[N:26]=4)=[CH:3][C:4]=3[F:19])=[CH:8][CH:9]=[CH:10][C:11]=2[O:15][N:14]=1. The catalyst class is: 6. (7) Reactant: Br[C:2]1[C:11]2[C:6](=[CH:7][CH:8]=[CH:9][CH:10]=2)[CH:5]=[CH:4][CH:3]=1.[NH:12]1[CH:16]=[CH:15][N:14]=[CH:13]1.C(=O)([O-])[O-].[K+].[K+]. Product: [C:2]1([N:12]2[CH:16]=[CH:15][NH:14][CH2:13]2)[C:11]2[C:6](=[CH:7][CH:8]=[CH:9][CH:10]=2)[CH:5]=[CH:4][CH:3]=1. The catalyst class is: 2. (8) Reactant: C([O:8][C:9]1[CH:14]=[C:13]([F:15])[C:12]([N+:16]([O-])=O)=[CH:11][C:10]=1[F:19])C1C=CC=CC=1. Product: [NH2:16][C:12]1[C:13]([F:15])=[CH:14][C:9]([OH:8])=[C:10]([F:19])[CH:11]=1. The catalyst class is: 43.